From a dataset of Full USPTO retrosynthesis dataset with 1.9M reactions from patents (1976-2016). Predict the reactants needed to synthesize the given product. (1) Given the product [NH2:16][C:7]1[CH:6]=[C:5]([C:3]([O:2][CH3:1])=[O:4])[CH:10]=[CH:9][C:8]=1[CH2:11][S:12]([O-:15])(=[O:13])=[O:14].[Na+:19], predict the reactants needed to synthesize it. The reactants are: [CH3:1][O:2][C:3]([C:5]1[CH:10]=[CH:9][C:8]([CH2:11][S:12]([O-:15])(=[O:14])=[O:13])=[C:7]([N+:16]([O-])=O)[CH:6]=1)=[O:4].[Na+:19].[H][H]. (2) Given the product [C:1]([O:5][C:6](=[O:20])[NH:7][C:8]1[CH:13]=[C:12]([CH3:14])[C:11]([C:15]([F:18])([F:17])[F:16])=[CH:10][C:9]=1[NH:19][C:26](=[O:25])[CH2:27][C:28]([C:30]1[CH:35]=[CH:34][CH:33]=[C:32]([C:36]2[CH:41]=[C:40]([CH3:42])[N:39]=[C:38]([CH:43]3[CH2:44][CH2:45]3)[CH:37]=2)[CH:31]=1)=[O:29])([CH3:4])([CH3:2])[CH3:3], predict the reactants needed to synthesize it. The reactants are: [C:1]([O:5][C:6](=[O:20])[NH:7][C:8]1[CH:13]=[C:12]([CH3:14])[C:11]([C:15]([F:18])([F:17])[F:16])=[CH:10][C:9]=1[NH2:19])([CH3:4])([CH3:3])[CH3:2].C([O:25][C:26](=O)[CH2:27][C:28]([C:30]1[CH:35]=[CH:34][CH:33]=[C:32]([C:36]2[CH:41]=[C:40]([CH3:42])[N:39]=[C:38]([CH:43]3[CH2:45][CH2:44]3)[CH:37]=2)[CH:31]=1)=[O:29])(C)(C)C. (3) Given the product [CH2:1]([N:5]1[C:13]2[N:12]=[C:11]([C:14]([F:17])([F:16])[F:15])[NH:10][C:9]=2[C:8](=[O:18])[N:7]([CH2:19][CH2:20][CH2:21][CH2:22][C:23]2[O:25][N:46]=[C:44]([C:43]3[CH:48]=[CH:49][C:40]([F:39])=[CH:41][CH:42]=3)[N:45]=2)[C:6]1=[O:26])[CH2:2][CH2:3][CH3:4], predict the reactants needed to synthesize it. The reactants are: [CH2:1]([N:5]1[C:13]2[N:12]=[C:11]([C:14]([F:17])([F:16])[F:15])[NH:10][C:9]=2[C:8](=[O:18])[N:7]([CH2:19][CH2:20][CH2:21][CH2:22][C:23]([OH:25])=O)[C:6]1=[O:26])[CH2:2][CH2:3][CH3:4].C1N=CN(C(N2C=NC=C2)=O)C=1.[F:39][C:40]1[CH:49]=[CH:48][C:43]([C:44](=[N:46]O)[NH2:45])=[CH:42][CH:41]=1. (4) The reactants are: [C:1](#[N:8])[C:2]1[CH:7]=[CH:6][CH:5]=[CH:4][CH:3]=1.[OH2:9]. Given the product [C:1]([NH2:8])(=[O:9])[C:2]1[CH:7]=[CH:6][CH:5]=[CH:4][CH:3]=1, predict the reactants needed to synthesize it. (5) Given the product [C:1]([O:5][C:6](=[O:27])[NH:7][CH2:8][C:9]1[CH:14]=[C:13]([O:15][C:16]2[CH:21]=[C:20]([F:22])[CH:19]=[C:18]([F:23])[CH:17]=2)[CH:12]=[CH:11][C:10]=1[NH2:24])([CH3:4])([CH3:2])[CH3:3], predict the reactants needed to synthesize it. The reactants are: [C:1]([O:5][C:6](=[O:27])[NH:7][CH2:8][C:9]1[CH:14]=[C:13]([O:15][C:16]2[CH:21]=[C:20]([F:22])[CH:19]=[C:18]([F:23])[CH:17]=2)[CH:12]=[CH:11][C:10]=1[N+:24]([O-])=O)([CH3:4])([CH3:3])[CH3:2].[Cl-].[NH4+].C(O)C. (6) Given the product [N+:1]([C:4]1[CH:10]=[CH:9][C:7]2[O:8][CH2:18][CH:20]([CH2:21][OH:22])[O:11][C:6]=2[CH:5]=1)([O-:3])=[O:2], predict the reactants needed to synthesize it. The reactants are: [N+:1]([C:4]1[CH:5]=[C:6]([OH:11])[C:7](=[CH:9][CH:10]=1)[OH:8])([O-:3])=[O:2].C(=O)([O-])[O-].[Li+].[Li+].[CH2:18]([CH:20]1[O:22][CH2:21]1)Cl.O. (7) Given the product [CH3:17][CH2:16][N:18]([CH2:21][CH3:22])[CH2:19][CH3:20].[CH3:2][OH:1], predict the reactants needed to synthesize it. The reactants are: [OH:1][C:2]1C2C(=CC=CC=2)OC(=O)C=1.Cl.ON.[CH2:16]([N:18]([CH2:21][CH3:22])[CH2:19][CH3:20])[CH3:17]. (8) Given the product [OH:1][C:2]1[C:3]([C:15]([NH2:19])=[O:17])=[N:4][N:5]([C:9]2[CH:14]=[CH:13][CH:12]=[CH:11][CH:10]=2)[C:6](=[O:8])[CH:7]=1, predict the reactants needed to synthesize it. The reactants are: [OH:1][C:2]1[C:3]([C:15]([O:17]C)=O)=[N:4][N:5]([C:9]2[CH:14]=[CH:13][CH:12]=[CH:11][CH:10]=2)[C:6](=[O:8])[CH:7]=1.[NH3:19].